Dataset: Forward reaction prediction with 1.9M reactions from USPTO patents (1976-2016). Task: Predict the product of the given reaction. (1) Given the reactants [CH2:1]([O:3][C:4](=[O:15])[CH2:5][O:6][C:7]1[CH:12]=[CH:11][C:10]([NH2:13])=[CH:9][C:8]=1[CH3:14])[CH3:2].[C:16](O[C:16]([O:18][C:19]([CH3:22])([CH3:21])[CH3:20])=[O:17])([O:18][C:19]([CH3:22])([CH3:21])[CH3:20])=[O:17], predict the reaction product. The product is: [CH2:1]([O:3][C:4](=[O:15])[CH2:5][O:6][C:7]1[CH:12]=[CH:11][C:10]([NH:13][C:16]([O:18][C:19]([CH3:22])([CH3:21])[CH3:20])=[O:17])=[CH:9][C:8]=1[CH3:14])[CH3:2]. (2) Given the reactants [CH3:1][O:2][C:3]1[CH:4]=[C:5]2[C:10](=[CH:11][C:12]=1[O:13][CH3:14])[N:9]=[CH:8][N:7]=[C:6]2[O:15][C:16]1[CH:17]=[C:18]([CH:20]=[CH:21][CH:22]=1)[NH2:19].[F:23][C:24]([F:45])([F:44])[C:25]([C:28]1[CH:32]=[C:31]([NH:33][C:34](=O)[O:35]C2C=CC(Cl)=CC=2)[O:30][N:29]=1)([CH3:27])[CH3:26], predict the reaction product. The product is: [CH3:1][O:2][C:3]1[CH:4]=[C:5]2[C:10](=[CH:11][C:12]=1[O:13][CH3:14])[N:9]=[CH:8][N:7]=[C:6]2[O:15][C:16]1[CH:17]=[C:18]([NH:19][C:34]([NH:33][C:31]2[O:30][N:29]=[C:28]([C:25]([CH3:27])([CH3:26])[C:24]([F:45])([F:44])[F:23])[CH:32]=2)=[O:35])[CH:20]=[CH:21][CH:22]=1. (3) Given the reactants [N+:1]([C:4]1[CH:5]=[C:6]([CH:8]=[CH:9][CH:10]=1)[NH2:7])([O-:3])=[O:2].N1C=CC=CC=1.[Br:17][C:18]1[C:19]([F:27])=[C:20]([CH:24]=[CH:25][CH:26]=1)[C:21](Cl)=[O:22], predict the reaction product. The product is: [Br:17][C:18]1[C:19]([F:27])=[C:20]([CH:24]=[CH:25][CH:26]=1)[C:21]([NH:7][C:6]1[CH:8]=[CH:9][CH:10]=[C:4]([N+:1]([O-:3])=[O:2])[CH:5]=1)=[O:22]. (4) Given the reactants [CH3:1][CH2:2][C:3]([NH:5][S:6]([C:9]1[CH:10]=[CH:11][C:12]([C:15]2[C:19]([C:20]3[CH:21]=[CH:22][CH:23]=[CH:24][CH:25]=3)=[N:18][O:17][C:16]=2[CH3:26])=[CH:13][CH:14]=1)(=[O:8])=[O:7])=[O:4].[OH-].[Na+:28], predict the reaction product. The product is: [CH3:1][CH2:2][C:3]([N-:5][S:6]([C:9]1[CH:14]=[CH:13][C:12]([C:15]2[C:19]([C:20]3[CH:25]=[CH:24][CH:23]=[CH:22][CH:21]=3)=[N:18][O:17][C:16]=2[CH3:26])=[CH:11][CH:10]=1)(=[O:8])=[O:7])=[O:4].[Na+:28]. (5) Given the reactants [S:1]=[C:2]1[NH:7][C:6]2[CH:8]=[CH:9][NH:10][C:5]=2[C:4](=[O:11])[N:3]1[C:12]1[CH:17]=[CH:16][C:15]([O:18][CH2:19][C:20]([F:23])([F:22])[F:21])=[CH:14][CH:13]=1.Br[CH2:25][CH2:26][CH2:27][C:28]([O:30][C:31]([CH3:34])([CH3:33])[CH3:32])=[O:29].[I-].[Na+].C(=O)([O-])O.[Na+], predict the reaction product. The product is: [O:11]=[C:4]1[N:3]([C:12]2[CH:13]=[CH:14][C:15]([O:18][CH2:19][C:20]([F:23])([F:22])[F:21])=[CH:16][CH:17]=2)[C:2]([S:1][CH2:25][CH2:26][CH2:27][C:28]([O:30][C:31]([CH3:34])([CH3:33])[CH3:32])=[O:29])=[N:7][C:6]2[CH:8]=[CH:9][NH:10][C:5]1=2. (6) Given the reactants [CH3:1][O:2][CH2:3][CH2:4][N:5]1[CH2:10][CH2:9][CH:8]([S:11]([N:14]2[CH2:19][CH2:18][CH:17]([O:20][C:21]3[CH:26]=[CH:25][C:24]([O:27][C:28]([F:31])([F:30])[F:29])=[CH:23][CH:22]=3)[CH2:16][CH2:15]2)(=[O:13])=[O:12])[CH2:7][CH2:6]1.C([N-]C(C)C)(C)C.[Li+].O1CCCC1.CCCCCCC.C(C1C=CC=CC=1)C.[C:60](=[O:62])=[O:61].Cl, predict the reaction product. The product is: [CH3:1][O:2][CH2:3][CH2:4][N:5]1[CH2:10][CH2:9][C:8]([S:11]([N:14]2[CH2:19][CH2:18][CH:17]([O:20][C:21]3[CH:22]=[CH:23][C:24]([O:27][C:28]([F:31])([F:29])[F:30])=[CH:25][CH:26]=3)[CH2:16][CH2:15]2)(=[O:12])=[O:13])([C:60]([OH:62])=[O:61])[CH2:7][CH2:6]1. (7) Given the reactants [Br:1]Br.ClCCl.[C:6]1([C:12]2[C:16]([C:17]3[CH:22]=[CH:21][CH:20]=[CH:19][CH:18]=3)=[CH:15][O:14][C:13]=2[C:23]([O:25][CH3:26])=[O:24])[CH:11]=[CH:10][CH:9]=[CH:8][CH:7]=1, predict the reaction product. The product is: [Br:1][C:15]1[O:14][C:13]([C:23]([O:25][CH3:26])=[O:24])=[C:12]([C:6]2[CH:7]=[CH:8][CH:9]=[CH:10][CH:11]=2)[C:16]=1[C:17]1[CH:18]=[CH:19][CH:20]=[CH:21][CH:22]=1. (8) Given the reactants [Cl:1][C:2]1[CH:32]=[CH:31][C:5]([O:6][C:7]2[CH:19]=[CH:18][C:10]([C:11]([NH:13][S:14]([CH3:17])(=[O:16])=[O:15])=[O:12])=[CH:9][C:8]=2[C:20]2[N:24](C3CCCCO3)[N:23]=[CH:22][CH:21]=2)=[CH:4][C:3]=1[CH2:33][CH3:34], predict the reaction product. The product is: [ClH:1].[Cl:1][C:2]1[CH:32]=[CH:31][C:5]([O:6][C:7]2[CH:19]=[CH:18][C:10]([C:11]([NH:13][S:14]([CH3:17])(=[O:15])=[O:16])=[O:12])=[CH:9][C:8]=2[C:20]2[NH:24][N:23]=[CH:22][CH:21]=2)=[CH:4][C:3]=1[CH2:33][CH3:34]. (9) Given the reactants O.[NH2:2][NH2:3].[CH2:4]([O:6][C:7](=[O:21])[C:8](=O)[CH2:9][C:10](=O)[CH2:11][O:12][C:13]1[CH:18]=[CH:17][CH:16]=[CH:15][CH:14]=1)[CH3:5], predict the reaction product. The product is: [CH2:4]([O:6][C:7]([C:8]1[NH:2][N:3]=[C:10]([CH2:11][O:12][C:13]2[CH:18]=[CH:17][CH:16]=[CH:15][CH:14]=2)[CH:9]=1)=[O:21])[CH3:5]. (10) Given the reactants [NH2:1][C:2]1[C:6]2[C:7](=[O:11])[NH:8][CH:9]=[CH:10][C:5]=2[N:4]([C:12]([CH3:15])([CH3:14])[CH3:13])[N:3]=1.N1C=CC=CC=1.[C:22](Cl)(=[O:29])[C:23]1[CH:28]=[CH:27][CH:26]=[CH:25][CH:24]=1, predict the reaction product. The product is: [C:12]([N:4]1[C:5]2[CH:10]=[CH:9][NH:8][C:7](=[O:11])[C:6]=2[C:2]([NH:1][C:22](=[O:29])[C:23]2[CH:28]=[CH:27][CH:26]=[CH:25][CH:24]=2)=[N:3]1)([CH3:15])([CH3:14])[CH3:13].